Predict the product of the given reaction. From a dataset of Forward reaction prediction with 1.9M reactions from USPTO patents (1976-2016). (1) Given the reactants [O:1]([C:8]1[CH2:13][CH2:12][CH:11]([C:14](=O)[CH:15]=[CH:16][C:17]2[CH:22]=[CH:21][CH:20]=[CH:19][CH:18]=2)[C:10](=O)[CH:9]=1)[C:2]1[CH:7]=[CH:6][CH:5]=[CH:4][CH:3]=1.O.[NH2:26][NH2:27], predict the reaction product. The product is: [O:1]([C:8]1[CH2:13][CH2:12][C:11]2[C:14]([CH:15]=[CH:16][C:17]3[CH:22]=[CH:21][CH:20]=[CH:19][CH:18]=3)=[N:26][NH:27][C:10]=2[CH:9]=1)[C:2]1[CH:7]=[CH:6][CH:5]=[CH:4][CH:3]=1. (2) Given the reactants C([O:3][C:4](=O)[CH2:5][O:6][C:7]1[CH:12]=[C:11]([CH:13]2[C:17]3[C:18]([CH3:32])=[C:19]([NH:24][C:25](=[O:31])[CH2:26][C:27]([CH3:30])([CH3:29])[CH3:28])[C:20]([CH3:23])=[C:21]([CH3:22])[C:16]=3[O:15][CH2:14]2)[CH:10]=[CH:9][C:8]=1[CH:33]([CH3:35])[CH3:34])C.[Li].O, predict the reaction product. The product is: [OH:3][CH2:4][CH2:5][O:6][C:7]1[CH:12]=[C:11]([CH:13]2[C:17]3[C:18]([CH3:32])=[C:19]([NH:24][C:25](=[O:31])[CH2:26][C:27]([CH3:30])([CH3:29])[CH3:28])[C:20]([CH3:23])=[C:21]([CH3:22])[C:16]=3[O:15][CH2:14]2)[CH:10]=[CH:9][C:8]=1[CH:33]([CH3:34])[CH3:35]. (3) Given the reactants [OH:1][C:2]1[CH:7]=[CH:6][C:5]([CH2:8][C:9]([O:11][CH2:12][C:13]2[CH:18]=[CH:17][CH:16]=[CH:15][CH:14]=2)=[O:10])=[CH:4][CH:3]=1.N1C(C)=CC=CC=1C.[Si:27](OS(C(F)(F)F)(=O)=O)([CH:34]([CH3:36])[CH3:35])([CH:31]([CH3:33])[CH3:32])[CH:28]([CH3:30])[CH3:29], predict the reaction product. The product is: [CH:28]([Si:27]([CH:34]([CH3:36])[CH3:35])([CH:31]([CH3:33])[CH3:32])[O:1][C:2]1[CH:3]=[CH:4][C:5]([CH2:8][C:9]([O:11][CH2:12][C:13]2[CH:14]=[CH:15][CH:16]=[CH:17][CH:18]=2)=[O:10])=[CH:6][CH:7]=1)([CH3:30])[CH3:29]. (4) Given the reactants [Cl:1][C:2]1[CH:3]=[CH:4][C:5]2[O:9][C:8]([CH2:10]O)=[C:7]([CH3:12])[C:6]=2[CH:13]=1.P(Br)(Br)[Br:15].CN(C=O)C, predict the reaction product. The product is: [Br:15][CH2:10][C:8]1[O:9][C:5]2[CH:4]=[CH:3][C:2]([Cl:1])=[CH:13][C:6]=2[C:7]=1[CH3:12]. (5) Given the reactants Br[C:2]1[CH:3]=[N:4][C:5]([N:8]2[C:16]3[C:11](=[CH:12][CH:13]=[C:14]([C:17]([O:19][CH3:20])=[O:18])[CH:15]=3)[C:10]([S:21][CH3:22])=[CH:9]2)=[N:6][CH:7]=1.Br[C:24]1[CH:25]=[C:26]([CH:31]([OH:33])[CH3:32])[CH:27]=[CH:28][C:29]=1[F:30], predict the reaction product. The product is: [F:30][C:29]1[CH:28]=[CH:27][C:26]([CH:31]([OH:33])[CH3:32])=[CH:25][C:24]=1[C:2]1[CH:3]=[N:4][C:5]([N:8]2[C:16]3[C:11](=[CH:12][CH:13]=[C:14]([C:17]([O:19][CH3:20])=[O:18])[CH:15]=3)[C:10]([S:21][CH3:22])=[CH:9]2)=[N:6][CH:7]=1. (6) Given the reactants [OH:1][C@@:2]([C@H:11]1[O:16][CH2:15][CH2:14][N:13](CC2C=CC(OC)=CC=2)[C:12]1=[O:26])([CH3:10])[C:3]([O:5][C:6]([CH3:9])([CH3:8])[CH3:7])=[O:4].CC#N.O.O=[N+]([O-])[O-].[O-][N+](=O)[O-].[O-][N+](=O)[O-].[O-][N+](=O)[O-].[O-][N+](=O)[O-].[O-][N+](=O)[O-].[Ce+4].[NH4+].[NH4+], predict the reaction product. The product is: [OH:1][C@@:2]([C@H:11]1[O:16][CH2:15][CH2:14][NH:13][C:12]1=[O:26])([CH3:10])[C:3]([O:5][C:6]([CH3:7])([CH3:8])[CH3:9])=[O:4]. (7) Given the reactants Br[C:2]1[CH:3]=[C:4]([N:8]2[C:16]3[C:11](=[CH:12][C:13]([O:17][C@H:18]([C:28]4[CH:29]=[N:30][C:31]([O:34][CH3:35])=[CH:32][CH:33]=4)[C@@H:19]([NH:21][C:22](=[O:27])[C:23]([F:26])([F:25])[CH3:24])[CH3:20])=[CH:14][CH:15]=3)[CH:10]=[N:9]2)[CH:5]=[CH:6][CH:7]=1.[NH2:36][CH:37]1[CH2:41][CH2:40][O:39][CH2:38]1.F[B-](F)(F)F.C([PH+](C(C)(C)C)C(C)(C)C)(C)(C)C.C1C[O:63][CH2:62]C1, predict the reaction product. The product is: [F:25][C:23]([F:26])([CH3:24])[C:22]([NH:21][C@@H:19]([CH3:20])[C@H:18]([O:17][C:13]1[CH:12]=[C:11]2[C:16](=[CH:15][CH:14]=1)[N:8]([C:4]1[CH:3]=[C:2]([CH:7]=[CH:6][CH:5]=1)[C:62]([NH:36][CH:37]1[CH2:41][CH2:40][O:39][CH2:38]1)=[O:63])[N:9]=[CH:10]2)[C:28]1[CH:29]=[N:30][C:31]([O:34][CH3:35])=[CH:32][CH:33]=1)=[O:27]. (8) Given the reactants CCN(C(C)C)C(C)C.[OH:10][C:11]1[CH:12]=[CH:13][CH:14]=[C:15]2[C:20]=1[O:19][C:18](=[O:21])[C:17]([C:22]([OH:24])=O)=[CH:16]2.CN(C(ON1N=NC2C=CC=NC1=2)=[N+](C)C)C.F[P-](F)(F)(F)(F)F.[CH2:49]([N:56]1[CH:60]=[C:59]([C:61]2[CH:62]=[C:63]([NH2:67])[CH:64]=[CH:65][CH:66]=2)[CH:58]=[N:57]1)[C:50]1[CH:55]=[CH:54][CH:53]=[CH:52][CH:51]=1, predict the reaction product. The product is: [CH2:49]([N:56]1[CH:60]=[C:59]([C:61]2[CH:62]=[C:63]([NH:67][C:22]([C:17]3[C:18](=[O:21])[O:19][C:20]4[C:15]([CH:16]=3)=[CH:14][CH:13]=[CH:12][C:11]=4[OH:10])=[O:24])[CH:64]=[CH:65][CH:66]=2)[CH:58]=[N:57]1)[C:50]1[CH:51]=[CH:52][CH:53]=[CH:54][CH:55]=1. (9) Given the reactants [F:1][C:2]1[CH:3]=[C:4]([CH:6]=[CH:7][CH:8]=1)[NH2:5].C([O:11][CH2:12][CH:13]([C:19](OCC)=O)[C:14]([O:16][CH2:17][CH3:18])=[O:15])C, predict the reaction product. The product is: [F:1][C:2]1[CH:3]=[C:4]2[C:6]([C:12]([OH:11])=[C:13]([C:14]([O:16][CH2:17][CH3:18])=[O:15])[CH:19]=[N:5]2)=[CH:7][CH:8]=1.